From a dataset of Reaction yield outcomes from USPTO patents with 853,638 reactions. Predict the reaction yield, written as a fraction of the theoretical maximum amount of product (1.0 means a 100% yield; for example, 0.34 means a 34% yield). The reactants are C(C1C=C(NC(=O)CCCC2C=CC([B:25]([OH:27])[OH:26])=CC=2)C=CC=1S(CC)(=O)=O)#N.[C:29]([O:33][C:34]([NH:36][CH2:37][C:38]1[CH:39]=[C:40]([NH:44][C:45]([O:47][CH2:48][CH2:49][C:50]2[CH:55]=[CH:54][C:53](Br)=[CH:52][C:51]=2[Cl:57])=[O:46])[CH:41]=[CH:42][CH:43]=1)=[O:35])([CH3:32])([CH3:31])[CH3:30]. No catalyst specified. The product is [C:29]([O:33][C:34]([NH:36][CH2:37][C:38]1[CH:39]=[C:40]([NH:44][C:45]([O:47][CH2:48][CH2:49][C:50]2[CH:55]=[CH:54][C:53]([B:25]([OH:27])[OH:26])=[CH:52][C:51]=2[Cl:57])=[O:46])[CH:41]=[CH:42][CH:43]=1)=[O:35])([CH3:32])([CH3:31])[CH3:30]. The yield is 0.440.